This data is from Forward reaction prediction with 1.9M reactions from USPTO patents (1976-2016). The task is: Predict the product of the given reaction. Given the reactants [N:1]1[C:9]([NH2:10])=[C:8]2[C:4]([N:5]=[CH:6][NH:7]2)=[N:3][CH:2]=1.[F:11][C:12]1[CH:17]=[C:16](F)[CH:15]=[CH:14][C:13]=1[N+:19]([O-])=O.[Cl:22][C:23]1[CH:28]=[CH:27][C:26]([N:29]=[C:30]=[O:31])=[CH:25][C:24]=1[C:32]([F:35])([F:34])[F:33], predict the reaction product. The product is: [ClH:22].[NH2:10][C:9]1[N:1]=[CH:2][N:3]=[C:4]2[C:8]=1[N:7]=[CH:6][N:5]2[C:16]1[CH:15]=[CH:14][C:13]([NH:19][C:30]([NH:29][C:26]2[CH:27]=[CH:28][C:23]([Cl:22])=[C:24]([C:32]([F:34])([F:33])[F:35])[CH:25]=2)=[O:31])=[C:12]([F:11])[CH:17]=1.